From a dataset of Full USPTO retrosynthesis dataset with 1.9M reactions from patents (1976-2016). Predict the reactants needed to synthesize the given product. (1) Given the product [Cl:16][C:17]1[CH:18]=[C:19]([NH:20][C:2]2[C:11]3[CH:12]=[CH:13][N:14]=[CH:15][C:10]=3[C:9]3[CH:8]=[CH:7][N:6]=[CH:5][C:4]=3[N:3]=2)[CH:21]=[CH:22][CH:23]=1, predict the reactants needed to synthesize it. The reactants are: Cl[C:2]1[C:11]2[CH:12]=[CH:13][N:14]=[CH:15][C:10]=2[C:9]2[CH:8]=[CH:7][N:6]=[CH:5][C:4]=2[N:3]=1.[Cl:16][C:17]1[CH:18]=[C:19]([CH:21]=[CH:22][CH:23]=1)[NH2:20].O. (2) Given the product [CH2:1]([O:8][C:9]([C:11]1[C:19]2[C:14](=[CH:15][CH:16]=[C:17]([O:20][CH2:21][CH2:22][N:28]3[CH2:29][C:30]([CH3:32])([CH3:31])[C:26]([CH3:33])([CH3:25])[CH2:27]3)[CH:18]=2)[NH:13][C:12]=1[CH3:24])=[O:10])[C:2]1[CH:7]=[CH:6][CH:5]=[CH:4][CH:3]=1, predict the reactants needed to synthesize it. The reactants are: [CH2:1]([O:8][C:9]([C:11]1[C:19]2[C:14](=[CH:15][CH:16]=[C:17]([O:20][CH2:21][CH2:22]Cl)[CH:18]=2)[NH:13][C:12]=1[CH3:24])=[O:10])[C:2]1[CH:7]=[CH:6][CH:5]=[CH:4][CH:3]=1.[CH3:25][C:26]1([CH3:33])[C:30]([CH3:32])([CH3:31])[CH2:29][NH:28][CH2:27]1.Cl. (3) Given the product [CH3:27][C:24]1[CH:23]=[CH:22][C:21]([S:18]([O:17][CH2:16][CH2:15][O:14][CH2:13][CH2:12][O:11][C:36]2[CH:44]=[CH:45][C:46]([CH2:49][N:50]3[C:59](=[O:60])[C:58]([C:61](=[O:83])[NH:62][C:63]4[CH:68]=[CH:67][C:66]([C:69]([F:72])([F:70])[F:71])=[CH:65][C:64]=4[C:73]4[CH:78]=[C:77]([C:79]([F:81])([F:82])[F:80])[N:76]=[CH:75][N:74]=4)=[C:57]([OH:84])[C:52]4([CH2:53][CH2:54][CH2:55][CH2:56]4)[N:51]3[CH3:85])=[C:47]([F:48])[C:35]=2[F:34])(=[O:19])=[O:20])=[CH:26][CH:25]=1, predict the reactants needed to synthesize it. The reactants are: CC1C=CC(S([O:11][CH2:12][CH2:13][O:14][CH2:15][CH2:16][O:17][S:18]([C:21]2[CH:26]=[CH:25][C:24]([CH3:27])=[CH:23][CH:22]=2)(=[O:20])=[O:19])(=O)=O)=CC=1.C(=O)([O-])[O-].[Cs+].[Cs+].[F:34][C:35]1[C:47]([F:48])=[C:46]([CH2:49][N:50]2[C:59](=[O:60])[C:58]([C:61](=[O:83])[NH:62][C:63]3[CH:68]=[CH:67][C:66]([C:69]([F:72])([F:71])[F:70])=[CH:65][C:64]=3[C:73]3[CH:78]=[C:77]([C:79]([F:82])([F:81])[F:80])[N:76]=[CH:75][N:74]=3)=[C:57]([OH:84])[C:52]3([CH2:56][CH2:55][CH2:54][CH2:53]3)[N:51]2[CH3:85])[CH:45]=[CH:44][C:36]=1OCCCC([O-])=O.C(O)=O.